Dataset: Full USPTO retrosynthesis dataset with 1.9M reactions from patents (1976-2016). Task: Predict the reactants needed to synthesize the given product. (1) Given the product [F:47][C:48]([F:57])([F:58])[C:49]1[CH:50]=[C:51]([CH:54]=[CH:55][CH:56]=1)[CH2:52][NH:53][C:44]([C:38]1[CH:37]=[N:36][N:35]([C:31]2[CH:32]=[CH:33][CH:34]=[C:29]([Cl:28])[CH:30]=2)[C:39]=1[C:40]([F:41])([F:42])[F:43])=[O:46], predict the reactants needed to synthesize it. The reactants are: F[P-](F)(F)(F)(F)F.N1(O[P+](N(C)C)(N(C)C)N(C)C)C2C=CC=CC=2N=N1.[Cl:28][C:29]1[CH:30]=[C:31]([N:35]2[C:39]([C:40]([F:43])([F:42])[F:41])=[C:38]([C:44]([OH:46])=O)[CH:37]=[N:36]2)[CH:32]=[CH:33][CH:34]=1.[F:47][C:48]([F:58])([F:57])[C:49]1[CH:50]=[C:51]([CH:54]=[CH:55][CH:56]=1)[CH2:52][NH2:53].C(N(CC)CC)C. (2) Given the product [CH3:33][O:32][N:31]([CH3:30])[C:14]([CH:11]1[CH2:10][CH2:9][N:8]([C:6]([O:5][C:1]([CH3:2])([CH3:3])[CH3:4])=[O:7])[CH2:13][CH2:12]1)=[O:16], predict the reactants needed to synthesize it. The reactants are: [C:1]([O:5][C:6]([N:8]1[CH2:13][CH2:12][CH:11]([C:14]([OH:16])=O)[CH2:10][CH2:9]1)=[O:7])([CH3:4])([CH3:3])[CH3:2].C1N=CN(C(N2C=NC=C2)=O)C=1.Cl.[CH3:30][NH:31][O:32][CH3:33]. (3) Given the product [CH3:1][C:2]1[CH:7]=[CH:6][CH:5]=[C:4]([CH3:8])[C:3]=1[O:9]/[CH:20]=[CH:19]/[C:18]([OH:22])=[O:21], predict the reactants needed to synthesize it. The reactants are: [CH3:1][C:2]1[CH:7]=[CH:6][CH:5]=[C:4]([CH3:8])[C:3]=1[OH:9].N12CCN(CC1)CC2.[C:18]([O:22]CC)(=[O:21])[C:19]#[CH:20].CCCCCC. (4) Given the product [CH:8]1[C:7]2[C:16]3=[C:15]4[C:4](=[CH:5][CH:6]=2)[CH:3]=[CH:2][CH:1]=[C:14]4[CH:13]=[CH:12][C:11]3=[CH:10][CH:9]=1, predict the reactants needed to synthesize it. The reactants are: [C:1]1(CCCC(O)=O)[C:14]2[C:15]3=[C:16]4[C:11](=[CH:12][CH:13]=2)[CH:10]=[CH:9][CH:8]=[C:7]4[CH:6]=[CH:5][C:4]3=[CH:3][CH:2]=1.ON1C(=O)CCC1=O.C1(N=C=NC2CCCCC2)CCCCC1. (5) The reactants are: [CH2:1]1[CH:3]([C:4]([NH2:6])=[NH:5])[CH2:2]1.Cl.C[O-].[Na+].C(O[C:14](=[CH2:17])[C:15]#[N:16])C. Given the product [CH:3]1([C:4]2[N:6]=[C:15]([NH2:16])[CH:14]=[CH:17][N:5]=2)[CH2:2][CH2:1]1, predict the reactants needed to synthesize it. (6) Given the product [CH3:7][CH2:8][CH:9]([O:20][C@H:19]1[C@H:47]([NH:1][C:51]([CH3:50])=[O:53])[C@@H:46]([NH2:43])[CH2:48][C:17]([P:13]([OH:16])([OH:15])=[O:14])=[CH:18]1)[CH2:10][CH3:11].[OH:26][C:25]([CH2:27][CH2:28][CH2:29][CH2:30][C@H:31]1[C@@H:32]2[C@@H:33]([NH:36][C:37]([NH:39]2)=[O:38])[CH2:34][S:35]1)=[O:24], predict the reactants needed to synthesize it. The reactants are: [N-:1]=[N+]=[N-].N([CH2:7][CH2:8][CH2:9][CH2:10][CH2:11]N)=[N+]=[N-].[P:13]([O-:16])([O-:15])[O-:14].[CH2:17]1C(=O)N([O:24][C:25]([CH2:27][CH2:28][CH2:29][CH2:30][C@@H:31]2[S:35][CH2:34][C@@H:33]3[NH:36][C:37]([NH:39][C@H:32]23)=[O:38])=[O:26])[C:19](=[O:20])[CH2:18]1.C([N:43]([CH:46]([CH3:48])[CH3:47])CC)(C)C.F[C:50](F)(F)[C:51]([OH:53])=O. (7) Given the product [CH3:1][O:2][C:3]1[CH:4]=[C:5]2[C:10](=[CH:11][CH:12]=1)[CH:9]([CH2:13][C:14]1[CH:19]=[CH:18][C:17]([O:20][CH2:21][C:22]3[CH:27]=[CH:26][CH:25]=[CH:24][CH:23]=3)=[CH:16][CH:15]=1)[N:8]([CH:29]([CH3:31])[CH3:28])[CH2:7][CH2:6]2, predict the reactants needed to synthesize it. The reactants are: [CH3:1][O:2][C:3]1[CH:4]=[C:5]2[C:10](=[CH:11][CH:12]=1)[CH:9]([CH2:13][C:14]1[CH:19]=[CH:18][C:17]([O:20][CH2:21][C:22]3[CH:27]=[CH:26][CH:25]=[CH:24][CH:23]=3)=[CH:16][CH:15]=1)[NH:8][CH2:7][CH2:6]2.[CH3:28][C:29]([CH3:31])=O.P([O-])(O)(O)=O.[Na+].C([BH3-])#N.[Na+]. (8) Given the product [Br:1][C:2]([F:9])([F:8])[C:3]([N:10]([CH3:12])[CH3:11])=[O:4], predict the reactants needed to synthesize it. The reactants are: [Br:1][C:2]([F:9])([F:8])[C:3](OCC)=[O:4].[NH:10]([CH3:12])[CH3:11]. (9) Given the product [Cl:1][C:2]1[CH:10]=[C:9]([NH:11][C:12]2[N:17]=[C:16]([C:18]3[S:19][CH:20]=[CH:21][CH:22]=3)[CH:15]=[CH:14][N:13]=2)[CH:8]=[CH:7][C:3]=1[C:4]([N:27]1[CH2:28][CH2:29][N:24]([CH3:23])[CH2:25][CH2:26]1)=[O:6], predict the reactants needed to synthesize it. The reactants are: [Cl:1][C:2]1[CH:10]=[C:9]([NH:11][C:12]2[N:17]=[C:16]([C:18]3[S:19][CH:20]=[CH:21][CH:22]=3)[CH:15]=[CH:14][N:13]=2)[CH:8]=[CH:7][C:3]=1[C:4]([OH:6])=O.[CH3:23][N:24]1[CH2:29][CH2:28][NH:27][CH2:26][CH2:25]1.CCN(C(C)C)C(C)C.CN(C(ON1N=NC2C=CC=NC1=2)=[N+](C)C)C.F[P-](F)(F)(F)(F)F.